This data is from Full USPTO retrosynthesis dataset with 1.9M reactions from patents (1976-2016). The task is: Predict the reactants needed to synthesize the given product. (1) Given the product [CH3:22][O:23][C:24]1[C:29]2[S:30][CH:31]=[CH:32][C:28]=2[C:27]([C:2]2[N:6]3[N:7]=[C:8]([NH:11][C:12]4[CH:17]=[CH:16][C:15]([O:18][CH3:19])=[C:14]([O:20][CH3:21])[CH:13]=4)[CH:9]=[CH:10][C:5]3=[N:4][CH:3]=2)=[CH:26][CH:25]=1, predict the reactants needed to synthesize it. The reactants are: Br[C:2]1[N:6]2[N:7]=[C:8]([NH:11][C:12]3[CH:17]=[CH:16][C:15]([O:18][CH3:19])=[C:14]([O:20][CH3:21])[CH:13]=3)[CH:9]=[CH:10][C:5]2=[N:4][CH:3]=1.[CH3:22][O:23][C:24]1[C:29]2[S:30][CH:31]=[CH:32][C:28]=2[C:27](B2OC(C)(C)C(C)(C)O2)=[CH:26][CH:25]=1.C(=O)([O-])[O-].[Na+].[Na+]. (2) Given the product [F:17][C:15]([F:18])([F:16])[CH:14]([C:19]1[CH:24]=[C:23]([Cl:25])[C:22]([Cl:26])=[C:21]([Cl:27])[CH:20]=1)/[CH:13]=[CH:12]/[C:9]1[CH:10]=[CH:11][C:6]([C:5]([NH:4][CH2:3][NH:2][C:37](=[O:38])[CH2:36][CH2:35][C:34]([F:41])([F:40])[F:33])=[O:32])=[C:7]([C:28]([F:31])([F:29])[F:30])[CH:8]=1, predict the reactants needed to synthesize it. The reactants are: Cl.[NH2:2][CH2:3][NH:4][C:5](=[O:32])[C:6]1[CH:11]=[CH:10][C:9](/[CH:12]=[CH:13]/[CH:14]([C:19]2[CH:24]=[C:23]([Cl:25])[C:22]([Cl:26])=[C:21]([Cl:27])[CH:20]=2)[C:15]([F:18])([F:17])[F:16])=[CH:8][C:7]=1[C:28]([F:31])([F:30])[F:29].[F:33][C:34]([F:41])([F:40])[CH2:35][CH2:36][C:37](Cl)=[O:38]. (3) Given the product [C:28]1([CH:24]([C:18]2[CH:19]=[CH:20][CH:21]=[CH:22][CH:23]=2)[CH2:25][CH2:26][NH:27][CH2:2][CH2:3][CH2:4][C:5]2[CH:6]=[C:7]([CH:15]=[CH:16][CH:17]=2)[O:8][CH2:9][C:10]([O:12][CH2:13][CH3:14])=[O:11])[CH:29]=[CH:30][CH:31]=[CH:32][CH:33]=1, predict the reactants needed to synthesize it. The reactants are: I[CH2:2][CH2:3][CH2:4][C:5]1[CH:6]=[C:7]([CH:15]=[CH:16][CH:17]=1)[O:8][CH2:9][C:10]([O:12][CH2:13][CH3:14])=[O:11].[C:18]1([CH:24]([C:28]2[CH:33]=[CH:32][CH:31]=[CH:30][CH:29]=2)[CH2:25][CH2:26][NH2:27])[CH:23]=[CH:22][CH:21]=[CH:20][CH:19]=1. (4) Given the product [C:6]([C:10]1[CH:52]=[CH:51][C:13]([O:14][C:15]2[CH:16]=[CH:17][C:18]([C:21]3[CH:22]=[CH:23][C:24]([CH2:27][C:28]4[N:29]([CH2:41][C:42]5[CH:43]=[CH:44][C:45]([C:46]([NH:5][S:2]([CH3:1])(=[O:4])=[O:3])=[O:47])=[CH:49][CH:50]=5)[CH:30]=[C:31]([C:33]5[CH:38]=[CH:37][C:36]([Cl:39])=[CH:35][C:34]=5[Cl:40])[N:32]=4)=[CH:25][CH:26]=3)=[CH:19][CH:20]=2)=[CH:12][CH:11]=1)([CH3:9])([CH3:7])[CH3:8], predict the reactants needed to synthesize it. The reactants are: [CH3:1][S:2]([NH2:5])(=[O:4])=[O:3].[C:6]([C:10]1[CH:52]=[CH:51][C:13]([O:14][C:15]2[CH:20]=[CH:19][C:18]([C:21]3[CH:26]=[CH:25][C:24]([CH2:27][C:28]4[N:29]([CH2:41][C:42]5[CH:50]=[CH:49][C:45]([C:46](O)=[O:47])=[CH:44][CH:43]=5)[CH:30]=[C:31]([C:33]5[CH:38]=[CH:37][C:36]([Cl:39])=[CH:35][C:34]=5[Cl:40])[N:32]=4)=[CH:23][CH:22]=3)=[CH:17][CH:16]=2)=[CH:12][CH:11]=1)([CH3:9])([CH3:8])[CH3:7]. (5) Given the product [OH:6][CH:3]1[CH2:4][CH2:5][N:1]([C:8]([O:10][CH2:11][C:12]2[CH:13]=[CH:14][C:15]([N+:18]([O-:20])=[O:19])=[CH:16][CH:17]=2)=[O:9])[CH2:2]1, predict the reactants needed to synthesize it. The reactants are: [NH:1]1[CH2:5][CH2:4][CH:3]([OH:6])[CH2:2]1.Cl[C:8]([O:10][CH2:11][C:12]1[CH:17]=[CH:16][C:15]([N+:18]([O-:20])=[O:19])=[CH:14][CH:13]=1)=[O:9]. (6) Given the product [F:1][C:2]1[CH:3]=[C:4]([C:8]2[CH:9]=[C:10]([CH:14]=[C:15]([CH3:17])[CH:16]=2)[C:11]([NH:24][C:25]2[C:30]([CH3:31])=[CH:29][CH:28]=[C:27]([OH:32])[C:26]=2[CH3:33])=[O:13])[CH:5]=[CH:6][CH:7]=1, predict the reactants needed to synthesize it. The reactants are: [F:1][C:2]1[CH:3]=[C:4]([C:8]2[CH:9]=[C:10]([CH:14]=[C:15]([CH3:17])[CH:16]=2)[C:11]([OH:13])=O)[CH:5]=[CH:6][CH:7]=1.C(Cl)(C(Cl)=O)=O.[NH2:24][C:25]1[C:26]([CH3:33])=[C:27]([OH:32])[CH:28]=[CH:29][C:30]=1[CH3:31].C([O-])(O)=O.[Na+].